From a dataset of Full USPTO retrosynthesis dataset with 1.9M reactions from patents (1976-2016). Predict the reactants needed to synthesize the given product. Given the product [CH:19]([N:1]1[C:9]2[C:4](=[CH:5][CH:6]=[C:7]([C:10]([O:12][CH3:13])=[O:11])[CH:8]=2)[CH:3]=[N:2]1)([CH3:21])[CH3:20], predict the reactants needed to synthesize it. The reactants are: [NH:1]1[C:9]2[C:4](=[CH:5][CH:6]=[C:7]([C:10]([O:12][CH3:13])=[O:11])[CH:8]=2)[CH:3]=[N:2]1.C(=O)([O-])[O-].I[CH:19]([CH3:21])[CH3:20].